This data is from Full USPTO retrosynthesis dataset with 1.9M reactions from patents (1976-2016). The task is: Predict the reactants needed to synthesize the given product. (1) Given the product [CH3:57][O:56][C:49]1[CH:50]=[C:51]([O:54][CH3:55])[CH:52]=[CH:53][C:48]=1[C:46](=[O:47])[CH2:45][N:34]1[C:35]([C:37]([O:39][CH2:40][CH3:41])=[O:38])=[CH:36][C:32]([Si:31]([CH3:42])([CH3:43])[CH3:30])=[N:33]1, predict the reactants needed to synthesize it. The reactants are: COC1C=CC(OC)=CC=1C(=O)CN1C(C(OCC)=O)=CC(C2C=NC=CC=2)=N1.[CH3:30][Si:31]([CH3:43])([CH3:42])[C:32]1[CH:36]=[C:35]([C:37]([O:39][CH2:40][CH3:41])=[O:38])[NH:34][N:33]=1.Br[CH2:45][C:46]([C:48]1[CH:53]=[CH:52][C:51]([O:54][CH3:55])=[CH:50][C:49]=1[O:56][CH3:57])=[O:47]. (2) Given the product [N:9]1([C:2]2[N:7]=[CH:6][C:5]([NH2:8])=[CH:4][CH:3]=2)[CH:13]=[CH:12][CH:11]=[N:10]1, predict the reactants needed to synthesize it. The reactants are: F[C:2]1[N:7]=[CH:6][C:5]([NH2:8])=[CH:4][CH:3]=1.[NH:9]1[CH:13]=[CH:12][CH:11]=[N:10]1.C(=O)([O-])[O-].[Cs+].[Cs+]. (3) Given the product [Br:1][C:2]1[CH:7]=[C:6]([F:8])[C:5]([F:20])=[N:4][CH:3]=1, predict the reactants needed to synthesize it. The reactants are: [Br:1][C:2]1[C:3](N)=[N:4][CH:5]=[C:6]([F:8])[CH:7]=1.N([O-])=O.[Na+].N1C=CC=CC=1.[FH:20]. (4) Given the product [CH2:29]([N:28]([CH3:27])[CH2:2][CH2:3][CH2:4][CH2:5][CH2:6][CH2:7][CH2:8][CH2:9][O:10][C:11]1[CH:16]=[CH:15][C:14]([C:17]([C:19]2[CH:24]=[CH:23][C:22]([Cl:25])=[CH:21][CH:20]=2)=[O:18])=[C:13]([OH:26])[CH:12]=1)[CH:30]=[CH2:31], predict the reactants needed to synthesize it. The reactants are: Br[CH2:2][CH2:3][CH2:4][CH2:5][CH2:6][CH2:7][CH2:8][CH2:9][O:10][C:11]1[CH:16]=[CH:15][C:14]([C:17]([C:19]2[CH:24]=[CH:23][C:22]([Cl:25])=[CH:21][CH:20]=2)=[O:18])=[C:13]([OH:26])[CH:12]=1.[CH3:27][NH:28][CH2:29][CH:30]=[CH2:31].C([O-])(O)=O.[Na+]. (5) Given the product [Cl:1][C:2]1[N:10]=[C:9]2[C:5]([N:6]=[CH:7][N:8]2[CH:11]2[CH2:15][CH2:14][CH2:13][CH2:12]2)=[C:4]([NH:27][CH2:26][CH2:25][C:21]2[CH:22]=[CH:23][CH:24]=[C:19]([O:18][CH3:17])[CH:20]=2)[N:3]=1, predict the reactants needed to synthesize it. The reactants are: [Cl:1][C:2]1[N:10]=[C:9]2[C:5]([N:6]=[CH:7][N:8]2[CH:11]2[CH2:15][CH2:14][CH2:13][CH2:12]2)=[C:4](Cl)[N:3]=1.[CH3:17][O:18][C:19]1[CH:20]=[C:21]([CH2:25][CH2:26][NH2:27])[CH:22]=[CH:23][CH:24]=1. (6) Given the product [F:43][C:44]([F:49])([F:48])[C:45]([OH:47])=[O:46].[CH:1]1([CH2:7][NH:8][C:9]2[CH:14]=[CH:13][C:12]([S:15]([NH:18][C:19](=[O:20])[C:21]3[CH:26]=[CH:25][C:24]([N:27]4[CH2:32][CH2:31][NH:30][CH2:29][CH2:28]4)=[CH:23][CH:22]=3)(=[O:17])=[O:16])=[CH:11][C:10]=2[N+:40]([O-:42])=[O:41])[CH2:6][CH2:5][CH2:4][CH2:3][CH2:2]1, predict the reactants needed to synthesize it. The reactants are: [CH:1]1([CH2:7][NH:8][C:9]2[CH:14]=[CH:13][C:12]([S:15]([NH:18][C:19]([C:21]3[CH:26]=[CH:25][C:24]([N:27]4[CH2:32][CH2:31][N:30](C(OC(C)(C)C)=O)[CH2:29][CH2:28]4)=[CH:23][CH:22]=3)=[O:20])(=[O:17])=[O:16])=[CH:11][C:10]=2[N+:40]([O-:42])=[O:41])[CH2:6][CH2:5][CH2:4][CH2:3][CH2:2]1.[F:43][C:44]([F:49])([F:48])[C:45]([OH:47])=[O:46].